From a dataset of Catalyst prediction with 721,799 reactions and 888 catalyst types from USPTO. Predict which catalyst facilitates the given reaction. (1) Reactant: [H-].[H-].[H-].[H-].[Li+].[Al+3].C[O:8][C:9](=O)[C:10]1[CH:15]=[CH:14][C:13]([CH2:16][N:17]2[CH2:22][CH2:21][N:20]([CH3:23])[CH2:19][CH2:18]2)=[CH:12][C:11]=1[O:24][CH3:25].[OH-].[Na+].O. Product: [CH3:25][O:24][C:11]1[CH:12]=[C:13]([CH2:16][N:17]2[CH2:22][CH2:21][N:20]([CH3:23])[CH2:19][CH2:18]2)[CH:14]=[CH:15][C:10]=1[CH2:9][OH:8]. The catalyst class is: 1. (2) Reactant: [Br:1][C:2]1[CH:3]=[CH:4][C:5]2[C:11]3[S:12][C:13]([C:15]([NH:17][C:18]4[CH:23]=[CH:22][CH:21]=[CH:20][C:19]=4[Cl:24])=O)=[CH:14][C:10]=3[CH2:9][CH2:8][O:7][C:6]=2[CH:25]=1.COC1C=CC(P2(SP(C3C=CC(OC)=CC=3)(=S)S2)=[S:35])=CC=1. Product: [Br:1][C:2]1[CH:3]=[CH:4][C:5]2[C:11]3[S:12][C:13]([C:15](=[S:35])[NH:17][C:18]4[CH:23]=[CH:22][CH:21]=[CH:20][C:19]=4[Cl:24])=[CH:14][C:10]=3[CH2:9][CH2:8][O:7][C:6]=2[CH:25]=1. The catalyst class is: 12. (3) Reactant: [CH:1]1([C:7]2[S:11][CH:10]=[C:9]([C:12]([OH:14])=O)[CH:8]=2)[CH2:6][CH2:5][CH2:4][CH2:3][CH2:2]1.C(N(CC)CC)C.CN(C(ON1N=NC2C=CC=NC1=2)=[N+](C)C)C.F[P-](F)(F)(F)(F)F.[NH:46]1[CH2:52][CH2:51][CH2:50][CH2:49][CH2:48][CH2:47]1. Product: [N:46]1([C:12]([C:9]2[CH:8]=[C:7]([CH:1]3[CH2:2][CH2:3][CH2:4][CH2:5][CH2:6]3)[S:11][CH:10]=2)=[O:14])[CH2:52][CH2:51][CH2:50][CH2:49][CH2:48][CH2:47]1. The catalyst class is: 10. (4) Reactant: [OH:1][CH2:2][C@H:3]1[CH2:8][CH2:7][CH2:6][N:5]([C:9]([O:11][C:12]([CH3:15])([CH3:14])[CH3:13])=[O:10])[CH2:4]1.[H-].[Na+].Cl[C:19]1[C:24]2=[N:25][CH:26]=[CH:27][N:28]=[C:23]2[CH:22]=[C:21]([Cl:29])[N:20]=1. Product: [Cl:29][C:21]1[N:20]=[C:19]([O:1][CH2:2][C@H:3]2[CH2:8][CH2:7][CH2:6][N:5]([C:9]([O:11][C:12]([CH3:15])([CH3:14])[CH3:13])=[O:10])[CH2:4]2)[C:24]2=[N:25][CH:26]=[CH:27][N:28]=[C:23]2[CH:22]=1. The catalyst class is: 9. (5) Reactant: [Br:1][C:2]1[CH:3]=[C:4]([CH:32]=[CH:33][CH:34]=1)[CH2:5][C:6]1[CH:7]=[C:8]([C:11]([C:13]2[C:14]([NH:19][C@H:20]3[C@H:27]4[C@H:23]([O:24][C:25]([CH3:29])([CH3:28])[O:26]4)[C@@H:22]([CH2:30][OH:31])[CH2:21]3)=[N:15][CH:16]=[N:17][CH:18]=2)=[O:12])[S:9][CH:10]=1.C(N(CC)CC)C.Cl[S:43]([NH2:46])(=[O:45])=[O:44]. Product: [S:43](=[O:45])(=[O:44])([O:31][CH2:30][C@@H:22]1[C@@H:23]2[C@@H:27]([O:26][C:25]([CH3:29])([CH3:28])[O:24]2)[C@H:20]([NH:19][C:14]2[C:13]([C:11]([C:8]3[S:9][CH:10]=[C:6]([CH2:5][C:4]4[CH:32]=[CH:33][CH:34]=[C:2]([Br:1])[CH:3]=4)[CH:7]=3)=[O:12])=[CH:18][N:17]=[CH:16][N:15]=2)[CH2:21]1)[NH2:46]. The catalyst class is: 3. (6) Reactant: C[O:2][C:3](=O)[C:4]([CH2:6]Br)=[CH2:5].[CH3:9][N:10]=[CH:11][CH:12]1[CH2:14][CH:13]1[C:15]1[CH:20]=[CH:19][CH:18]=[CH:17][CH:16]=1. Product: [CH3:9][N:10]1[CH:11]([CH:12]2[CH2:14][CH:13]2[C:15]2[CH:20]=[CH:19][CH:18]=[CH:17][CH:16]=2)[CH2:6][C:4](=[CH2:5])[C:3]1=[O:2]. The catalyst class is: 324.